Dataset: Catalyst prediction with 721,799 reactions and 888 catalyst types from USPTO. Task: Predict which catalyst facilitates the given reaction. (1) Reactant: [OH:1][CH2:2][C:3]1[C:8]([OH:9])=[CH:7][CH:6]=[C:5]([CH3:10])[N:4]=1.[CH3:11]OS(OC)(=O)=O.C([O-])([O-])=O.[Cs+].[Cs+]. Product: [CH3:11][O:9][C:8]1[C:3]([CH2:2][OH:1])=[N:4][C:5]([CH3:10])=[CH:6][CH:7]=1. The catalyst class is: 21. (2) Reactant: [CH:1]1([NH:4][C:5]([NH:7][C:8]2[C:9]([C:13]3[NH:17][C:16]4[CH:18]=[CH:19][C:20]([CH2:22][N:23]5[CH2:28][CH2:27][O:26][CH2:25][CH2:24]5)=[CH:21][C:15]=4[N:14]=3)=[N:10][NH:11][CH:12]=2)=[O:6])[CH2:3][CH2:2]1.CC(O)C.[C:33]([OH:38])(=[O:37])[C@H:34]([CH3:36])[OH:35]. Product: [C:33]([OH:38])(=[O:37])[C@H:34]([CH3:36])[OH:35].[CH:1]1([NH:4][C:5]([NH:7][C:8]2[C:9]([C:13]3[NH:17][C:16]4[CH:18]=[CH:19][C:20]([CH2:22][N:23]5[CH2:24][CH2:25][O:26][CH2:27][CH2:28]5)=[CH:21][C:15]=4[N:14]=3)=[N:10][NH:11][CH:12]=2)=[O:6])[CH2:3][CH2:2]1. The catalyst class is: 13. (3) Reactant: Cl[C:2]1[N:7]=[CH:6][C:5]([CH2:8][O:9][CH2:10][C:11]2[CH:16]=[CH:15][C:14]([C:17]3[C:18]([C:23]#[N:24])=[CH:19][CH:20]=[CH:21][CH:22]=3)=[CH:13][CH:12]=2)=[CH:4][CH:3]=1.O.[NH2:26][NH2:27]. Product: [NH:26]([C:2]1[N:7]=[CH:6][C:5]([CH2:8][O:9][CH2:10][C:11]2[CH:16]=[CH:15][C:14]([C:17]3[C:18]([C:23]#[N:24])=[CH:19][CH:20]=[CH:21][CH:22]=3)=[CH:13][CH:12]=2)=[CH:4][CH:3]=1)[NH2:27]. The catalyst class is: 8. (4) Reactant: Br[C:2]1[CH:3]=[CH:4][C:5]([N:8]2[CH2:13][CH2:12][CH:11]([O:14][C:15]3[CH:20]=[CH:19][N:18]([C:21]4[CH:26]=[CH:25][C:24]([S:27]([CH3:30])(=[O:29])=[O:28])=[CH:23][CH:22]=4)[C:17](=[O:31])[CH:16]=3)[CH2:10][CH2:9]2)=[N:6][CH:7]=1.BrC1C=NC(N2CCC(OC3C=CN([C:52]4[CH:57]=[CH:56][C:55](S(C)(=O)=O)=[CH:54][CH:53]=4)C(=O)C=3)CC2)=NC=1.C1(B(O)O)CC1. Product: [CH3:30][S:27]([C:24]1[CH:25]=[CH:26][C:21]([N:18]2[CH:19]=[CH:20][C:15]([O:14][CH:11]3[CH2:12][CH2:13][N:8]([C:5]4[CH:4]=[CH:3][C:2]([C:52]5[CH:57]=[CH:56][CH:55]=[CH:54][CH:53]=5)=[CH:7][N:6]=4)[CH2:9][CH2:10]3)=[CH:16][C:17]2=[O:31])=[CH:22][CH:23]=1)(=[O:29])=[O:28]. The catalyst class is: 1. (5) Reactant: [C:1]([O:5][C:6]([N:8]1[CH2:13][CH:12]=[C:11](OS(C(F)(F)F)(=O)=O)[CH2:10][CH2:9]1)=[O:7])([CH3:4])([CH3:3])[CH3:2].[Cl:22][C:23]1[CH:28]=[CH:27][C:26](B(O)O)=[C:25]([CH2:32][CH2:33][O:34][Si:35]([CH:42]([CH3:44])[CH3:43])([CH:39]([CH3:41])[CH3:40])[CH:36]([CH3:38])[CH3:37])[CH:24]=1.[Li+].[Cl-].C([O-])([O-])=O.[Na+].[Na+]. Product: [C:1]([O:5][C:6]([N:8]1[CH2:13][CH:12]=[C:11]([C:26]2[CH:27]=[CH:28][C:23]([Cl:22])=[CH:24][C:25]=2[CH2:32][CH2:33][O:34][Si:35]([CH:39]([CH3:41])[CH3:40])([CH:36]([CH3:38])[CH3:37])[CH:42]([CH3:43])[CH3:44])[CH2:10][CH2:9]1)=[O:7])([CH3:4])([CH3:3])[CH3:2]. The catalyst class is: 276.